From a dataset of Experimentally validated miRNA-target interactions with 360,000+ pairs, plus equal number of negative samples. Binary Classification. Given a miRNA mature sequence and a target amino acid sequence, predict their likelihood of interaction. (1) The miRNA is mmu-miR-6380 with sequence UGUAAGUGCUUUUAACUGCUGAGC. The protein sequence of the target gene is MSSKPKSLEIIGAPFSKGQPRGGVEKGPAALRKAGLLEKLKETEYDVRDHGDLAFVDVPNDSSFQIVKNPRSVGKANEELAGVVAEVQKNGRVSVVLGGDHSLAVGSISGHARVHPDLCVIWVDAHTDINTPLTTSSGNLHGQPVSFLLKELKGKFPDVPGFSWVTPCISAKDIVYIGLRDVDPGEHYIIKTLGIKYFSMTEVDKLGIGKVMEETFSYLLGRKKRPIHLSFDVDGLDPAFTPATGTPVLGGLSYREGLYITEEIYKTGLLSGLDIMEVNPTLGKTAEEVKSTVNTAVALT.... Result: 0 (no interaction). (2) The miRNA is mmu-miR-3473a with sequence UGGAGAGAUGGCUCAGCA. The protein sequence of the target gene is MGEEATAVAAAGVRPELVREAEVSLLECKVCFERFGHWQQRRPRNLPCGHVVCLACVAALAHPRTLGLECPFCRRACRACDTSDCLPVLHLLELLGSTLHASPAALSAAPFAPGTLTCYHAFGGWGTLVNPTGLALCPKTGRVVVVHDGKRRVKIFDSGGGGAHQFGEKGDAAHDVKYPLDVAVTNDCHVVVTDAGDCSLKVFDFFGQIKLVVGKQFSLPWGVEITPHNGVLVTDAEAGTLHLLEADFPEGVLRRIERLQAHLCSPRGLAVSWLTGAIAVLEHPCAFGRTGCNNTRVKVF.... Result: 1 (interaction).